From a dataset of Forward reaction prediction with 1.9M reactions from USPTO patents (1976-2016). Predict the product of the given reaction. (1) Given the reactants [Br:1][C:2]1[CH:11]=[CH:10][C:5]2[N:6]=[C:7](Cl)[S:8][C:4]=2[CH:3]=1.Cl.[NH:13]1[CH2:18][CH2:17][CH2:16][C@H:15]([OH:19])[CH2:14]1.C(N(CC)C(C)C)(C)C, predict the reaction product. The product is: [Br:1][C:2]1[CH:11]=[CH:10][C:5]2[N:6]=[C:7]([N:13]3[CH2:18][CH2:17][CH2:16][C@H:15]([OH:19])[CH2:14]3)[S:8][C:4]=2[CH:3]=1. (2) Given the reactants [Br:1][C:2]1[C:10]2[C:5](=[N:6][CH:7]=[CH:8][C:9]=2[O:11][C:12]2[C:17]([F:18])=[CH:16][C:15]([NH:19][C:20](=[O:22])[CH3:21])=[CH:14][C:13]=2[F:23])[NH:4][CH:3]=1.C([Li])CCC.[C:29]1([CH3:39])[CH:34]=[CH:33][C:32]([S:35](Cl)(=[O:37])=[O:36])=[CH:31][CH:30]=1, predict the reaction product. The product is: [Br:1][C:2]1[C:10]2[C:5](=[N:6][CH:7]=[CH:8][C:9]=2[O:11][C:12]2[C:17]([F:18])=[CH:16][C:15]([NH:19][C:20](=[O:22])[CH3:21])=[CH:14][C:13]=2[F:23])[N:4]([S:35]([C:32]2[CH:33]=[CH:34][C:29]([CH3:39])=[CH:30][CH:31]=2)(=[O:37])=[O:36])[CH:3]=1. (3) Given the reactants [CH:1]1[CH:6]=[N+:5]([C@@H:7]2[O:11][C@H:10]([CH2:12][O:13][P:14]([O:17][P:18]([O:21][CH2:22][C@H:23]3[O:27][C@@H:26]([N:28]4[C:32]5[N:33]=[CH:34][N:35]=[C:36]([NH2:37])[C:31]=5[N:30]=[CH:29]4)[C@H:25]([OH:38])[C@@H:24]3[OH:39])([OH:20])=[O:19])([OH:16])=[O:15])[C@@H:9]([OH:40])[C@H:8]2[OH:41])[CH:4]=[C:3]([C:42]([NH2:44])=[O:43])[CH:2]=1.C([O-])=O.[NH4+], predict the reaction product. The product is: [CH:34]1[N:35]=[C:36]([NH2:37])[C:31]2[N:30]=[CH:29][N:28]([C@@H:26]3[O:27][C@H:23]([CH2:22][O:21][P:18]([O:17][P:14]([O:13][CH2:12][C@H:10]4[O:11][C@@H:7]([N:5]5[CH:4]=[C:3]([C:42]([NH2:44])=[O:43])[CH2:2][CH:1]=[CH:6]5)[C@H:8]([OH:41])[C@@H:9]4[OH:40])([OH:16])=[O:15])([OH:20])=[O:19])[C@@H:24]([OH:39])[C@H:25]3[OH:38])[C:32]=2[N:33]=1. (4) Given the reactants [Cl:1][C:2]1[CH:7]=[C:6]([F:8])[C:5]([CH:9]([C:20]2[C:28]3[C:23](=[C:24]([CH2:29][S:30][CH3:31])[CH:25]=[CH:26][CH:27]=3)[NH:22][CH:21]=2)[CH:10]2C(=O)O[C:13](C)([CH3:17])[O:12][C:11]2=[O:19])=[C:4]([F:32])[CH:3]=1, predict the reaction product. The product is: [Cl:1][C:2]1[CH:3]=[C:4]([F:32])[C:5]([CH:9]([C:20]2[C:28]3[C:23](=[C:24]([CH2:29][S:30][CH3:31])[CH:25]=[CH:26][CH:27]=3)[NH:22][CH:21]=2)[CH2:10][C:11]([O:12][CH2:13][CH3:17])=[O:19])=[C:6]([F:8])[CH:7]=1. (5) Given the reactants ClC1C=C(C2C=C(C(O)=O)OC=2C2C=CC=C(C#N)C=2)C=C(F)C=1.[Cl:25][C:26]1[CH:27]=[C:28]([C:33]2[O:37][C:36]([C:38]([O:40]CC)=[O:39])=[CH:35][C:34]=2[C:43]2[CH:48]=[C:47]([F:49])[CH:46]=[C:45]([Cl:50])[CH:44]=2)[CH:29]=[CH:30][C:31]=1[F:32], predict the reaction product. The product is: [Cl:25][C:26]1[CH:27]=[C:28]([C:33]2[O:37][C:36]([C:38]([OH:40])=[O:39])=[CH:35][C:34]=2[C:43]2[CH:48]=[C:47]([F:49])[CH:46]=[C:45]([Cl:50])[CH:44]=2)[CH:29]=[CH:30][C:31]=1[F:32]. (6) Given the reactants C(P(C(C)(C)C)C1C=CC=CC=1C1C=CC=CC=1)(C)(C)C.C[C:23]([N:25](C)C)=O.Cl[C:29]1[N:37]=[C:36]2[C:32]([N:33]=[CH:34][N:35]2[CH3:38])=[C:31]([C:39]2[CH:44]=[CH:43][C:42]([O:45]CC3C=CC(OC)=CC=3)=[C:41]([C:55]([F:58])([F:57])[F:56])[CH:40]=2)[N:30]=1, predict the reaction product. The product is: [OH:45][C:42]1[CH:43]=[CH:44][C:39]([C:31]2[N:30]=[C:29]([C:23]#[N:25])[N:37]=[C:36]3[C:32]=2[N:33]=[CH:34][N:35]3[CH3:38])=[CH:40][C:41]=1[C:55]([F:56])([F:57])[F:58]. (7) The product is: [NH2:12][C:13]1[N:18]=[CH:17][N:16]=[C:15]2[N:19]([CH:41]3[CH2:46][CH2:45][N:44]([CH:47]4[CH2:48][CH2:49][N:50]([CH3:53])[CH2:51][CH2:52]4)[CH2:43][CH2:42]3)[N:20]=[C:21]([C:22]3[CH:27]=[CH:26][C:25]([NH:28][C:29](=[O:38])[CH2:30][CH2:31][C:32]4[CH:33]=[CH:34][CH:35]=[CH:36][CH:37]=4)=[C:24]([O:39][CH3:40])[CH:23]=3)[C:14]=12. Given the reactants C1(CCC(Cl)=O)C=CC=CC=1.[NH2:12][C:13]1[N:18]=[CH:17][N:16]=[C:15]2[N:19]([CH:41]3[CH2:46][CH2:45][N:44]([CH:47]4[CH2:52][CH2:51][N:50]([CH3:53])[CH2:49][CH2:48]4)[CH2:43][CH2:42]3)[N:20]=[C:21]([C:22]3[CH:27]=[CH:26][C:25]([NH:28][C:29](=[O:38])[CH2:30][CH2:31][C:32]4[CH:37]=[CH:36][CH:35]=[CH:34][CH:33]=4)=[C:24]([O:39][CH3:40])[CH:23]=3)[C:14]=12.NC1C=CC(C2C3C(=NC=NC=3N)N(C3CCN(C4CCN(C)CC4)CC3)N=2)=CC=1OC, predict the reaction product. (8) Given the reactants [CH3:1][C:2]1[CH:7]=[CH:6][C:5]([C:8]2(C(C3CCCCO3)=O)[C:16]3[C:11](=[CH:12][CH:13]=[C:14]([C:17]4[N:21]=[CH:20][N:19](C5C=CC(C)=C(C)C=5C)[N:18]=4)[CH:15]=3)[NH:10][NH:9]2)=[CH:4][CH:3]=1.[OH-].[Na+], predict the reaction product. The product is: [CH3:1][C:2]1[CH:7]=[CH:6][C:5]([C:8]2[C:16]3[C:11](=[CH:12][CH:13]=[C:14]([C:17]4[N:21]=[CH:20][NH:19][N:18]=4)[CH:15]=3)[NH:10][N:9]=2)=[CH:4][CH:3]=1. (9) Given the reactants [N:1]1([CH2:7][CH2:8][C:9]#[C:10][C:11]2[CH:12]=[C:13]([CH:16]=[CH:17][CH:18]=2)[CH:14]=O)[CH2:6][CH2:5][O:4][CH2:3][CH2:2]1.[NH:19]1[CH2:24][CH2:23][CH:22]([OH:25])[CH2:21][CH2:20]1, predict the reaction product. The product is: [N:1]1([CH2:7][CH2:8][C:9]#[C:10][C:11]2[CH:12]=[C:13]([CH:16]=[CH:17][CH:18]=2)[CH2:14][N:19]2[CH2:24][CH2:23][CH:22]([OH:25])[CH2:21][CH2:20]2)[CH2:6][CH2:5][O:4][CH2:3][CH2:2]1. (10) Given the reactants [Br:1][C:2]1[CH:7]=[CH:6][C:5](I)=[CH:4][C:3]=1[O:9][CH3:10].[F:11][C:12]1[CH:13]=[C:14](B(O)O)[CH:15]=[CH:16][CH:17]=1.C(=O)([O-])[O-].[Na+].[Na+], predict the reaction product. The product is: [Br:1][C:2]1[CH:7]=[CH:6][C:5]([C:16]2[CH:15]=[CH:14][CH:13]=[C:12]([F:11])[CH:17]=2)=[CH:4][C:3]=1[O:9][CH3:10].